From a dataset of Catalyst prediction with 721,799 reactions and 888 catalyst types from USPTO. Predict which catalyst facilitates the given reaction. (1) Reactant: [F:1][C:2]([F:15])([F:14])[O:3][C:4]1[CH:13]=[CH:12][C:7]2[N:8]=[C:9]([NH2:11])[S:10][C:6]=2[CH:5]=1.C(N(CC)CC)C.[CH2:23]([N:25]=[C:26]=[S:27])[CH3:24]. Product: [CH2:23]([NH:25][C:26]([NH:11][C:9]1[S:10][C:6]2[CH:5]=[C:4]([O:3][C:2]([F:1])([F:14])[F:15])[CH:13]=[CH:12][C:7]=2[N:8]=1)=[S:27])[CH3:24]. The catalyst class is: 11. (2) Reactant: [CH2:1]([NH:6][N:7]1[CH:11]=[CH:10][CH:9]=[CH:8]1)[CH2:2][CH2:3][CH2:4][CH3:5].[C:12](Cl)(=[O:16])[C:13](Cl)=[O:14]. Product: [CH2:1]([N:6]1[C:13](=[O:14])[C:12](=[O:16])[C:11]2=[CH:10][CH:9]=[CH:8][N:7]12)[CH2:2][CH2:3][CH2:4][CH3:5]. The catalyst class is: 68.